From a dataset of Reaction yield outcomes from USPTO patents with 853,638 reactions. Predict the reaction yield, written as a fraction of the theoretical maximum amount of product (1.0 means a 100% yield; for example, 0.34 means a 34% yield). (1) The reactants are [CH2:1]([N:3]1[C:7](=[O:8])[NH:6][N:5]=[N:4]1)[CH3:2].Br[CH2:10][CH2:11][OH:12].C(=O)([O-])[O-].[K+].[K+]. The catalyst is C(#N)C. The product is [CH2:1]([N:3]1[C:7](=[O:8])[N:6]([CH2:10][CH2:11][OH:12])[N:5]=[N:4]1)[CH3:2]. The yield is 0.760. (2) The reactants are [CH3:1][O:2][C:3]1[CH:10]=[CH:9][C:6]([CH2:7][NH2:8])=[CH:5][CH:4]=1.Cl[C:12]1[N:20]=[CH:19][CH:18]=[CH:17][C:13]=1[C:14]([OH:16])=[O:15]. The catalyst is N1C=CC=CC=1. The product is [CH3:1][O:2][C:3]1[CH:10]=[CH:9][C:6]([CH2:7][NH:8][C:12]2[N:20]=[CH:19][CH:18]=[CH:17][C:13]=2[C:14]([OH:16])=[O:15])=[CH:5][CH:4]=1. The yield is 0.770. (3) The reactants are [CH3:1][O:2][C:3](=[O:13])[C:4]1[CH:9]=[CH:8][C:7]([CH2:10]Br)=[CH:6][C:5]=1[Br:12].[C:14]([C:18]1[CH:26]=[CH:25][C:21]([CH:22]=[N:23][OH:24])=[CH:20][CH:19]=1)([CH3:17])([CH3:16])[CH3:15].C(=O)([O-])[O-].[Cs+].[Cs+]. The catalyst is CC(C)=O. The product is [CH3:1][O:2][C:3](=[O:13])[C:4]1[CH:9]=[CH:8][C:7]([CH2:10][O:24]/[N:23]=[CH:22]/[C:21]2[CH:25]=[CH:26][C:18]([C:14]([CH3:17])([CH3:16])[CH3:15])=[CH:19][CH:20]=2)=[CH:6][C:5]=1[Br:12]. The yield is 0.830. (4) The reactants are Cl[CH2:2][CH2:3][NH:4][C:5]([NH:7][C:8]1[CH:9]=[N:10][CH:11]=[CH:12][C:13]=1[CH3:14])=[O:6].[H-].[Na+]. The catalyst is CN(C=O)C.C1COCC1. The product is [CH3:14][C:13]1[CH:12]=[CH:11][N:10]=[CH:9][C:8]=1[N:7]1[CH2:2][CH2:3][NH:4][C:5]1=[O:6]. The yield is 0.910. (5) The reactants are [CH2:1]([NH:6][CH2:7][CH2:8][CH2:9][CH2:10][CH3:11])[CH2:2][CH2:3][CH2:4][CH3:5].[CH2:12]=O. No catalyst specified. The product is [CH3:12][N:6]([CH2:1][CH2:2][CH2:3][CH2:4][CH3:5])[CH2:7][CH2:8][CH2:9][CH2:10][CH3:11]. The yield is 0.883. (6) The reactants are [OH:1][C:2]1[CH:6]=[C:5]([C:7]([O:9][CH3:10])=[O:8])[N:4]([CH3:11])[N:3]=1.Br[CH2:13][CH2:14][O:15][CH3:16].C(=O)([O-])[O-].[K+].[K+]. The catalyst is CN(C)C=O. The product is [CH3:16][O:15][CH2:14][CH2:13][O:1][C:2]1[CH:6]=[C:5]([C:7]([O:9][CH3:10])=[O:8])[N:4]([CH3:11])[N:3]=1. The yield is 0.940. (7) The catalyst is CO. The yield is 0.920. The reactants are N[C:2]1[N:7]=[C:6]([C:8]2[C:16]3[C:11](=[N:12][CH:13]=[CH:14][C:15]=3[O:17]C3CCCCC3)[NH:10][CH:9]=2)[CH:5]=[CH:4][N:3]=1.NC1N=C(C2C3C(=NC=CC=3OCC3C=CC=CC=3)NC=2)C=CN=1. The product is [N:3]1[CH:4]=[CH:5][C:6]([C:8]2[C:16]3[C:11](=[N:12][CH:13]=[CH:14][C:15]=3[OH:17])[NH:10][CH:9]=2)=[N:7][CH:2]=1. (8) The reactants are [NH2:1][CH2:2][CH2:3][C:4]([C:18]1[CH:23]=[CH:22][C:21]([Cl:24])=[CH:20][CH:19]=1)([C:6]1[CH:11]=[CH:10][C:9]([C:12]2[CH:13]=[N:14][NH:15][CH:16]=2)=[CH:8][C:7]=1[F:17])[OH:5].[CH3:25][C:26]([OH:28])=[O:27]. The catalyst is C1COCC1. The product is [C:26]([OH:28])(=[O:27])[CH3:25].[NH2:1][CH2:2][CH2:3][C:4]([C:18]1[CH:19]=[CH:20][C:21]([Cl:24])=[CH:22][CH:23]=1)([C:6]1[CH:11]=[CH:10][C:9]([C:12]2[CH:13]=[N:14][NH:15][CH:16]=2)=[CH:8][C:7]=1[F:17])[OH:5]. The yield is 0.330.